From a dataset of Full USPTO retrosynthesis dataset with 1.9M reactions from patents (1976-2016). Predict the reactants needed to synthesize the given product. (1) The reactants are: Cl.[CH:2]1([NH2:15])[C:14]2[NH:13][C:12]3[C:7](=[CH:8][CH:9]=[CH:10][CH:11]=3)[C:6]=2[CH2:5][CH2:4][CH2:3]1.[C:16]1([N:22]=[C:23]=[O:24])[CH:21]=[CH:20][CH:19]=[CH:18][CH:17]=1. Given the product [C:16]1([NH:22][C:23]([NH:15][CH:2]2[C:14]3[NH:13][C:12]4[C:7](=[CH:8][CH:9]=[CH:10][CH:11]=4)[C:6]=3[CH2:5][CH2:4][CH2:3]2)=[O:24])[CH:21]=[CH:20][CH:19]=[CH:18][CH:17]=1, predict the reactants needed to synthesize it. (2) Given the product [Cl:16][C:7]1[C:6]2[C:11](=[C:2]([OH:1])[CH:3]=[CH:4][CH:5]=2)[N:10]=[C:9]([CH3:12])[N:8]=1, predict the reactants needed to synthesize it. The reactants are: [OH:1][C:2]1[CH:3]=[CH:4][CH:5]=[C:6]2[C:11]=1[N:10]=[C:9]([CH3:12])[NH:8][C:7]2=O.P(Cl)(Cl)([Cl:16])=O. (3) Given the product [O:22]=[C:21]1[C:12]2=[N:11][CH:16]=[CH:15][CH:14]=[C:13]2[CH2:17][CH2:18][CH2:19][CH:20]1[C:2](=[O:4])[C:1]([OH:8])=[O:7], predict the reactants needed to synthesize it. The reactants are: [C:1]([O:8]CC)(=[O:7])[C:2]([O:4]CC)=O.[N:11]1[CH:16]=[CH:15][CH:14]=[C:13]2[CH2:17][CH2:18][CH2:19][CH2:20][C:21](=[O:22])[C:12]=12. (4) Given the product [Cl:22][CH:13]1[CH2:12][CH2:11][CH2:10][CH2:9][CH:8]1[NH:7][C:5](=[O:6])[C:4]1[CH:3]=[C:2]([F:1])[C:16]([O:17][CH2:18][C:19]#[CH:20])=[C:15]([F:21])[CH:14]=1, predict the reactants needed to synthesize it. The reactants are: [F:1][C:2]1[CH:3]=[C:4]([CH:14]=[C:15]([F:21])[C:16]=1[O:17][CH2:18][C:19]#[CH:20])[C:5]([N:7]1[CH:13]2[CH:8]1[CH2:9][CH2:10][CH2:11][CH2:12]2)=[O:6].[Cl-:22].[NH4+]. (5) Given the product [OH:1][C:2]1[C:3]([CH3:18])=[C:4]2[C:9](=[C:10]([CH3:13])[C:11]=1[CH3:12])[O:8][C:7]([C:14]([N:35]1[CH2:36][CH2:37][CH:32]([OH:31])[CH2:33][CH2:34]1)=[O:16])([CH3:17])[CH2:6][CH2:5]2, predict the reactants needed to synthesize it. The reactants are: [OH:1][C:2]1[C:3]([CH3:18])=[C:4]2[C:9](=[C:10]([CH3:13])[C:11]=1[CH3:12])[O:8][C:7]([CH3:17])([C:14]([OH:16])=O)[CH2:6][CH2:5]2.C1N=CN(C(N2C=NC=C2)=O)C=1.[OH:31][CH:32]1[CH2:37][CH2:36][NH:35][CH2:34][CH2:33]1. (6) The reactants are: [CH3:1][N:2]1[C:7](=[O:8])[C:6]([C:9]2[N:13]([C:14]3[CH:21]=[CH:20][C:17]([C:18]#[N:19])=[CH:16][CH:15]=3)[N:12]=[CH:11][CH:10]=2)=[C:5]([CH3:22])[N:4]([C:23]2[CH:28]=[CH:27][CH:26]=[C:25]([C:29]([F:32])([F:31])[F:30])[CH:24]=2)[C:3]1=[O:33].C(O)(=[O:36])C.[Se](=O)=O. Given the product [OH:36][CH2:22][C:5]1[N:4]([C:23]2[CH:28]=[CH:27][CH:26]=[C:25]([C:29]([F:30])([F:31])[F:32])[CH:24]=2)[C:3](=[O:33])[N:2]([CH3:1])[C:7](=[O:8])[C:6]=1[C:9]1[N:13]([C:14]2[CH:15]=[CH:16][C:17]([C:18]#[N:19])=[CH:20][CH:21]=2)[N:12]=[CH:11][CH:10]=1, predict the reactants needed to synthesize it.